Task: Predict the reactants needed to synthesize the given product.. Dataset: Full USPTO retrosynthesis dataset with 1.9M reactions from patents (1976-2016) (1) Given the product [F:12][C:13]1[CH:19]=[CH:18][C:16]([N:17]2[CH:4]=[CH:5][CH:6]=[C:7]([C:8]([O:10][CH3:11])=[O:9])[C:2]2=[O:3])=[C:15]([CH3:20])[CH:14]=1, predict the reactants needed to synthesize it. The reactants are: O=[C:2]1[C:7]([C:8]([O:10][CH3:11])=[O:9])=[CH:6][CH:5]=[CH:4][O:3]1.[F:12][C:13]1[CH:19]=[CH:18][C:16]([NH2:17])=[C:15]([CH3:20])[CH:14]=1.Cl.C(N=C=NCCCN(C)C)C.Cl. (2) Given the product [CH2:9]([O:4][C:3](=[O:5])[C:2](=[O:1])[CH2:6][CH3:7])[CH3:10], predict the reactants needed to synthesize it. The reactants are: [O:1]=[C:2]([CH2:6][CH3:7])[C:3]([OH:5])=[O:4].O.[C:9]1(C)C=CC(S(O)(=O)=O)=C[CH:10]=1. (3) The reactants are: FC(F)(F)C(O)=O.[CH2:8]([C:10]1[N:11]([CH2:24][CH2:25][O:26][CH2:27][CH2:28][NH:29]C(=O)OC(C)(C)C)[C:12]2[C:17]([CH3:18])=[C:16]([CH3:19])[N:15]3[N:20]=[N:21][N:22]=[C:14]3[C:13]=2[N:23]=1)[CH3:9]. Given the product [CH2:8]([C:10]1[N:11]([CH2:24][CH2:25][O:26][CH2:27][CH2:28][NH2:29])[C:12]2[C:17]([CH3:18])=[C:16]([CH3:19])[N:15]3[N:20]=[N:21][N:22]=[C:14]3[C:13]=2[N:23]=1)[CH3:9], predict the reactants needed to synthesize it. (4) The reactants are: [C:1]([O:5][C:6]([N:8]([CH2:26][C:27]([O:29][C:30]([CH3:33])([CH3:32])[CH3:31])=[O:28])[C:9]1[CH:14]=[CH:13][CH:12]=[C:11]([CH2:15][NH:16][S:17]([C:20]2[CH:25]=[CH:24][CH:23]=[CH:22][N:21]=2)(=[O:19])=[O:18])[N:10]=1)=[O:7])([CH3:4])([CH3:3])[CH3:2].[CH2:34]([C:36]1[CH:37]=[C:38]([C:42]2[CH:47]=[CH:46][C:45]([CH2:48]O)=[CH:44][CH:43]=2)[CH:39]=[CH:40][CH:41]=1)[CH3:35].C(C1C=C(C2C=CC(CO)=CC=2)C=CC=1)=CC.C(P(CCCC)CCCC)CCC.CN(C)C(N=NC(N(C)C)=O)=O. Given the product [C:1]([O:5][C:6]([N:8]([CH2:26][C:27]([O:29][C:30]([CH3:33])([CH3:32])[CH3:31])=[O:28])[C:9]1[CH:14]=[CH:13][CH:12]=[C:11]([CH:15]([CH2:48][C:45]2[CH:44]=[CH:43][C:42]([C:38]3[CH:39]=[CH:40][CH:41]=[C:36]([CH2:34][CH3:35])[CH:37]=3)=[CH:47][CH:46]=2)[NH:16][S:17]([C:20]2[CH:25]=[CH:24][CH:23]=[CH:22][N:21]=2)(=[O:19])=[O:18])[N:10]=1)=[O:7])([CH3:4])([CH3:3])[CH3:2], predict the reactants needed to synthesize it.